This data is from NCI-60 drug combinations with 297,098 pairs across 59 cell lines. The task is: Regression. Given two drug SMILES strings and cell line genomic features, predict the synergy score measuring deviation from expected non-interaction effect. (1) Drug 2: CC1CCC2CC(C(=CC=CC=CC(CC(C(=O)C(C(C(=CC(C(=O)CC(OC(=O)C3CCCCN3C(=O)C(=O)C1(O2)O)C(C)CC4CCC(C(C4)OC)OCCO)C)C)O)OC)C)C)C)OC. Cell line: A549. Synergy scores: CSS=30.9, Synergy_ZIP=-4.22, Synergy_Bliss=-3.55, Synergy_Loewe=-9.56, Synergy_HSA=0.997. Drug 1: CN1CCC(CC1)COC2=C(C=C3C(=C2)N=CN=C3NC4=C(C=C(C=C4)Br)F)OC. (2) Drug 1: CN1CCC(CC1)COC2=C(C=C3C(=C2)N=CN=C3NC4=C(C=C(C=C4)Br)F)OC. Drug 2: C1=CC(=CC=C1C#N)C(C2=CC=C(C=C2)C#N)N3C=NC=N3. Cell line: MDA-MB-435. Synergy scores: CSS=-0.379, Synergy_ZIP=2.72, Synergy_Bliss=5.96, Synergy_Loewe=0.00951, Synergy_HSA=1.61. (3) Drug 1: C1C(C(OC1N2C=NC3=C(N=C(N=C32)Cl)N)CO)O. Drug 2: CN(C(=O)NC(C=O)C(C(C(CO)O)O)O)N=O. Cell line: SF-295. Synergy scores: CSS=6.84, Synergy_ZIP=-5.33, Synergy_Bliss=-10.3, Synergy_Loewe=-18.2, Synergy_HSA=-6.98. (4) Drug 1: C1=NC2=C(N1)C(=S)N=C(N2)N. Drug 2: C1=NC2=C(N=C(N=C2N1C3C(C(C(O3)CO)O)F)Cl)N. Cell line: SNB-19. Synergy scores: CSS=31.3, Synergy_ZIP=-2.77, Synergy_Bliss=-6.04, Synergy_Loewe=-23.5, Synergy_HSA=-5.45. (5) Drug 1: C1=CC(=CC=C1CCCC(=O)O)N(CCCl)CCCl. Drug 2: C1C(C(OC1N2C=C(C(=O)NC2=O)F)CO)O. Cell line: MDA-MB-231. Synergy scores: CSS=37.9, Synergy_ZIP=-2.31, Synergy_Bliss=-3.93, Synergy_Loewe=-11.6, Synergy_HSA=2.17.